This data is from Reaction yield outcomes from USPTO patents with 853,638 reactions. The task is: Predict the reaction yield, written as a fraction of the theoretical maximum amount of product (1.0 means a 100% yield; for example, 0.34 means a 34% yield). (1) The reactants are [Br:1][C:2]1[CH:3]=[CH:4][C:5]([Cl:9])=[C:6]([OH:8])[CH:7]=1.C(=O)([O-])[O-].[K+].[K+].Cl[C:17]1[CH:22]=[CH:21][C:20]([C:23]([F:26])([F:25])[F:24])=[CH:19][N:18]=1. The catalyst is CN(C=O)C. The product is [Br:1][C:2]1[CH:3]=[CH:4][C:5]([Cl:9])=[C:6]([CH:7]=1)[O:8][C:17]1[CH:22]=[CH:21][C:20]([C:23]([F:26])([F:25])[F:24])=[CH:19][N:18]=1. The yield is 1.00. (2) The reactants are [CH2:1](N(CC)CC)C.[CH2:8]=[C:9]([C:14]([O:17]S(F)(=O)=O)([F:16])[F:15])[C:10]([F:13])([F:12])[F:11].O. The catalyst is CO. The product is [F:15][C:14]([F:16])([O:17][CH3:1])[C:9]([C:10]([F:13])([F:12])[F:11])=[CH2:8]. The yield is 0.500. (3) The reactants are [CH2:1]([O:5][C:6]1[CH:13]=[CH:12][C:9]([CH:10]=O)=[CH:8][CH:7]=1)[CH2:2][CH2:3][CH3:4].[N+:14]([CH3:17])([O-:16])=[O:15].C([O-])(=O)C.[NH4+]. The catalyst is C(O)(=O)C. The product is [CH2:1]([O:5][C:6]1[CH:13]=[CH:12][C:9](/[CH:10]=[CH:17]/[N+:14]([O-:16])=[O:15])=[CH:8][CH:7]=1)[CH2:2][CH2:3][CH3:4]. The yield is 0.760. (4) The reactants are [NH2:1][C:2]1[C:7]2=[C:8]([C:20]3[CH:25]=[CH:24][C:23]([NH:26][C:27]([NH:29][C:30]4[CH:35]=[C:34]([C:36]([F:39])([F:38])[F:37])[CH:33]=[CH:32][N:31]=4)=[O:28])=[C:22]([F:40])[CH:21]=3)[C:9]([CH2:18]O)=[C:10]([CH2:11][N:12]3[CH2:17][CH2:16][O:15][CH2:14][CH2:13]3)[N:6]2[N:5]=[CH:4][N:3]=1.NC1C2=C(C3C=CC(NC(NC4C=C(C(F)(F)[F:77])C=CN=4)=O)=CC=3)C(C=O)=C(CN3CCOCC3)N2N=CN=1. No catalyst specified. The product is [NH2:1][C:2]1[C:7]2=[C:8]([C:20]3[CH:25]=[CH:24][C:23]([NH:26][C:27]([NH:29][C:30]4[CH:35]=[C:34]([C:36]([F:37])([F:39])[F:38])[CH:33]=[CH:32][N:31]=4)=[O:28])=[C:22]([F:40])[CH:21]=3)[C:9]([CH2:18][F:77])=[C:10]([CH2:11][N:12]3[CH2:17][CH2:16][O:15][CH2:14][CH2:13]3)[N:6]2[N:5]=[CH:4][N:3]=1. The yield is 0.230. (5) The reactants are [H-].[Al+3].[Li+].[H-].[H-].[H-].C[O:8][C:9]1[N:14]=[CH:13][C:12]([N:15]2[C:20](=O)[CH2:19][C:18]([CH3:23])([CH3:22])[CH2:17][C:16]2=O)=[CH:11][CH:10]=1.O.[OH-].[Na+]. The catalyst is C(OCC)C. The product is [CH3:22][C:18]1([CH3:23])[CH2:17][CH2:16][N:15]([C:12]2[CH:13]=[N:14][C:9]([OH:8])=[CH:10][CH:11]=2)[CH2:20][CH2:19]1. The yield is 0.580.